From a dataset of Peptide-MHC class I binding affinity with 185,985 pairs from IEDB/IMGT. Regression. Given a peptide amino acid sequence and an MHC pseudo amino acid sequence, predict their binding affinity value. This is MHC class I binding data. (1) The peptide sequence is KVMVICYAY. The MHC is HLA-A26:03 with pseudo-sequence HLA-A26:03. The binding affinity (normalized) is 0.0847. (2) The peptide sequence is MGYWIESQK. The MHC is HLA-A68:01 with pseudo-sequence HLA-A68:01. The binding affinity (normalized) is 0.611.